From a dataset of Forward reaction prediction with 1.9M reactions from USPTO patents (1976-2016). Predict the product of the given reaction. (1) Given the reactants C([Li])CCC.C(NC(C)C)(C)C.[F:13][C:14]([F:36])([F:35])[C:15]1[C:20]([C:21]([O:23][CH2:24]C)=[O:22])=[CH:19][C:18]([C:26]([O:28][CH2:29]C)=[O:27])=[C:17]([C:31]([F:34])([F:33])[F:32])[N:16]=1.Cl[Si:38]([CH3:41])([CH3:40])[CH3:39], predict the reaction product. The product is: [F:13][C:14]([F:36])([F:35])[C:15]1[C:20]([C:21]([O:23][CH3:24])=[O:22])=[C:19]([Si:38]([CH3:41])([CH3:40])[CH3:39])[C:18]([C:26]([O:28][CH3:29])=[O:27])=[C:17]([C:31]([F:34])([F:33])[F:32])[N:16]=1. (2) Given the reactants [OH:1][C:2]1[CH:11]=[C:10]2[C:5]([C:6]([NH:12][C:13]3[CH:21]=[C:20]4[C:16]([CH:17]=[CH:18][NH:19]4)=[CH:15][CH:14]=3)=[N:7][CH:8]=[N:9]2)=[CH:4][C:3]=1[O:22][CH3:23].O[CH2:25][CH2:26][N:27]1[CH2:32][CH2:31][CH2:30][CH2:29][CH2:28]1, predict the reaction product. The product is: [NH:19]1[C:20]2[C:16](=[CH:15][CH:14]=[C:13]([NH:12][C:6]3[C:5]4[C:10](=[CH:11][C:2]([O:1][CH2:25][CH2:26][N:27]5[CH2:32][CH2:31][CH2:30][CH2:29][CH2:28]5)=[C:3]([O:22][CH3:23])[CH:4]=4)[N:9]=[CH:8][N:7]=3)[CH:21]=2)[CH:17]=[CH:18]1. (3) Given the reactants [CH2:1]([O:8][CH2:9][C@H:10]([OH:27])[CH2:11]/[CH:12]=[CH:13]\[CH:14]1[CH2:19][CH2:18][N:17]([C:20]([O:22][C:23]([CH3:26])([CH3:25])[CH3:24])=[O:21])[CH2:16][CH2:15]1)[C:2]1[CH:7]=[CH:6][CH:5]=[CH:4][CH:3]=1.[CH2:28](Cl)Cl, predict the reaction product. The product is: [CH2:1]([O:8][CH2:9][C@H:10]([OH:27])[CH2:11][C@H:12]1[CH2:28][C@H:13]1[CH:14]1[CH2:19][CH2:18][N:17]([C:20]([O:22][C:23]([CH3:24])([CH3:26])[CH3:25])=[O:21])[CH2:16][CH2:15]1)[C:2]1[CH:7]=[CH:6][CH:5]=[CH:4][CH:3]=1. (4) Given the reactants [NH2:1][C:2]1[CH:3]=[N:4][CH:5]=[CH:6][C:7]=1[O:8][CH3:9].C([Li])CCC.Cl[C:16]1[N:21]=[C:20]([N:22]2[CH2:27][CH2:26][O:25][CH2:24][CH2:23]2)[N:19]=[C:18]([N:28]2[C:32]3[CH:33]=[CH:34][CH:35]=[CH:36][C:31]=3[N:30]=[C:29]2[CH:37]([F:39])[F:38])[N:17]=1, predict the reaction product. The product is: [F:39][CH:37]([F:38])[C:29]1[N:28]([C:18]2[N:19]=[C:20]([N:22]3[CH2:23][CH2:24][O:25][CH2:26][CH2:27]3)[N:21]=[C:16]([NH:1][C:2]3[CH:3]=[N:4][CH:5]=[CH:6][C:7]=3[O:8][CH3:9])[N:17]=2)[C:32]2[CH:33]=[CH:34][CH:35]=[CH:36][C:31]=2[N:30]=1. (5) Given the reactants [CH3:1][C:2]1([CH3:41])[CH2:6][CH2:5][N:4]([C:7]2[C:11]([NH:12][C:13]([C:15]3[N:16]=[C:17]([C:20]4[CH:25]=[CH:24][N:23]=[C:22]([N:26]([CH2:34][C:35]([F:38])([F:37])[F:36])C(=O)OC(C)(C)C)[CH:21]=4)[O:18][CH:19]=3)=[O:14])=[CH:10][N:9]([CH3:39])[N:8]=2)[C:3]1=[O:40].C(OC(=O)C)C.[ClH:48], predict the reaction product. The product is: [ClH:48].[CH3:1][C:2]1([CH3:41])[CH2:6][CH2:5][N:4]([C:7]2[C:11]([NH:12][C:13]([C:15]3[N:16]=[C:17]([C:20]4[CH:25]=[CH:24][N:23]=[C:22]([NH:26][CH2:34][C:35]([F:36])([F:38])[F:37])[CH:21]=4)[O:18][CH:19]=3)=[O:14])=[CH:10][N:9]([CH3:39])[N:8]=2)[C:3]1=[O:40]. (6) Given the reactants [Cl:1][C:2](=[O:7])[CH2:3][C:4]([O-:6])=O.[NH2:8][CH:9]1[CH2:13][CH2:12][N:11]([C:14]([O:16][C:17]([CH3:20])([CH3:19])[CH3:18])=[O:15])[CH2:10]1.CCN(C(C)C)C(C)C.[Li+].[OH-], predict the reaction product. The product is: [Cl:1][C:2](=[O:7])[CH2:3][C:4]([NH:8][CH:9]1[CH2:13][CH2:12][N:11]([C:14]([O:16][C:17]([CH3:20])([CH3:19])[CH3:18])=[O:15])[CH2:10]1)=[O:6]. (7) Given the reactants [Cl:1][C:2]1[CH:3]=[C:4]([CH:26]=[CH:27][C:28]=1[Cl:29])[O:5][CH:6]1[CH2:11][CH2:10][N:9]([CH2:12][CH:13]2[CH2:18][CH2:17][N:16](C(OC(C)(C)C)=O)[CH2:15][CH2:14]2)[CH2:8][CH2:7]1.C(O)(C(F)(F)F)=O, predict the reaction product. The product is: [Cl:1][C:2]1[CH:3]=[C:4]([CH:26]=[CH:27][C:28]=1[Cl:29])[O:5][CH:6]1[CH2:7][CH2:8][N:9]([CH2:12][CH:13]2[CH2:14][CH2:15][NH:16][CH2:17][CH2:18]2)[CH2:10][CH2:11]1. (8) Given the reactants [I-:1].N[S+]([CH:6]1[CH2:11][CH2:10][N:9]([C:12]([O:14][C:15]([CH3:18])([CH3:17])[CH3:16])=[O:13])[CH2:8][CH:7]1[OH:19])(=C)C.[C:20](=O)([O-])[O-].[NH4+:24].[NH4+:25], predict the reaction product. The product is: [I-:1].[C:20]([CH:6]1[CH2:11][CH2:10][N:9]([C:12]([O:14][C:15]([CH3:18])([CH3:17])[CH3:16])=[O:13])[CH2:8][CH:7]1[OH:19])(=[NH:25])[NH2:24]. (9) Given the reactants [CH3:1][O:2][C:3](=[O:33])[C:4]1[CH:9]=[CH:8][C:7]([CH2:10][N:11]2[CH:15]=[C:14]([C:16]3[CH:21]=[CH:20][C:19]([Cl:22])=[CH:18][C:17]=3[Cl:23])[N:13]=[C:12]2[CH2:24][O:25][C:26]2[CH:31]=[CH:30][C:29](Br)=[CH:28][CH:27]=2)=[CH:6][CH:5]=1.[F:34][C:35]([F:47])([F:46])[O:36][C:37]1[CH:42]=[CH:41][C:40](B(O)O)=[CH:39][CH:38]=1, predict the reaction product. The product is: [CH3:1][O:2][C:3](=[O:33])[C:4]1[CH:9]=[CH:8][C:7]([CH2:10][N:11]2[CH:15]=[C:14]([C:16]3[CH:21]=[CH:20][C:19]([Cl:22])=[CH:18][C:17]=3[Cl:23])[N:13]=[C:12]2[CH2:24][O:25][C:26]2[CH:31]=[CH:30][C:29]([C:40]3[CH:39]=[CH:38][C:37]([O:36][C:35]([F:34])([F:46])[F:47])=[CH:42][CH:41]=3)=[CH:28][CH:27]=2)=[CH:6][CH:5]=1.